From a dataset of Catalyst prediction with 721,799 reactions and 888 catalyst types from USPTO. Predict which catalyst facilitates the given reaction. (1) Reactant: [NH2:1][C:2]1[CH:7]=[CH:6][C:5]([N+:8]([O-:10])=[O:9])=[CH:4][N:3]=1.C(N(CC)CC)C.[CH:18]1([C:24](Cl)=[O:25])[CH2:23][CH2:22][CH2:21][CH2:20][CH2:19]1. Product: [N+:8]([C:5]1[CH:6]=[CH:7][C:2]([NH:1][C:24]([CH:18]2[CH2:23][CH2:22][CH2:21][CH2:20][CH2:19]2)=[O:25])=[N:3][CH:4]=1)([O-:10])=[O:9]. The catalyst class is: 7. (2) Reactant: [C:1]([NH:4][C:5]1[N:9]([C:10]2[CH:15]=[C:14]([S:16][CH2:17][C:18]([F:21])([F:20])[F:19])[C:13]([CH3:22])=[CH:12][C:11]=2[F:23])[N:8]=[C:7]([OH:24])[CH:6]=1)(=[O:3])[CH3:2].N1C=CC=CC=1.FC(F)(F)S([O-])(=O)=O.[F:39][C:40]([I+]C1C=CC=CC=1)([F:48])[C:41]([F:47])([F:46])[C:42]([F:45])([F:44])[F:43]. Product: [C:1]([NH:4][C:5]1[N:9]([C:10]2[CH:15]=[C:14]([S:16][CH2:17][C:18]([F:19])([F:20])[F:21])[C:13]([CH3:22])=[CH:12][C:11]=2[F:23])[N:8]=[C:7]([O:24][C:40]([F:48])([F:39])[C:41]([F:47])([F:46])[C:42]([F:45])([F:44])[F:43])[CH:6]=1)(=[O:3])[CH3:2]. The catalyst class is: 4. (3) Reactant: [Cl:1][C:2]1[CH:7]=[CH:6][CH:5]=[CH:4][C:3]=1[C@H:8]([O:10][C:11](=[O:27])[NH:12][C:13]1[N:14]([C:19]2C=CC(C#N)=[CH:21][CH:20]=2)[N:15]=[CH:16][C:17]=1[CH3:18])[CH3:9].[CH2:28]1[CH2:32][O:31][CH2:30][CH2:29]1.[Li+].[OH-:34]. Product: [Cl:1][C:2]1[CH:7]=[CH:6][CH:5]=[CH:4][C:3]=1[C@H:8]([O:10][C:11]([NH:12][C:13]1[N:14]([C:19]2[CH:20]=[CH:21][C:28]([C:32]([OH:31])=[O:34])=[CH:29][CH:30]=2)[N:15]=[CH:16][C:17]=1[CH3:18])=[O:27])[CH3:9]. The catalyst class is: 13. (4) Reactant: [F:1][C:2]([F:17])([F:16])[C:3]1[CH:4]=[C:5]([CH:9]=[C:10]([C:12]([F:15])([F:14])[F:13])[CH:11]=1)[C:6]([NH2:8])=[O:7].[CH3:18][O:19][C:20](=[O:26])[CH2:21][C:22]([CH2:24]Cl)=O. Product: [F:1][C:2]([F:16])([F:17])[C:3]1[CH:4]=[C:5]([C:6]2[O:7][CH:24]=[C:22]([CH2:21][C:20]([O:19][CH3:18])=[O:26])[N:8]=2)[CH:9]=[C:10]([C:12]([F:15])([F:13])[F:14])[CH:11]=1. The catalyst class is: 6. (5) Reactant: [CH3:1][O:2][C:3]([CH2:5]P(OC)(OC)=O)=[O:4].[OH:12][C:13]1[CH:18]=[CH:17][C:16]([CH:19]2[CH2:24][CH2:23][C:22](=O)[CH2:21][CH2:20]2)=[CH:15][CH:14]=1.[H-].[Na+]. Product: [OH:12][C:13]1[CH:18]=[CH:17][C:16]([CH:19]2[CH2:24][CH2:23][C:22](=[CH:5][C:3]([O:2][CH3:1])=[O:4])[CH2:21][CH2:20]2)=[CH:15][CH:14]=1. The catalyst class is: 7. (6) Reactant: [N+:1]([C:4]1[CH:9]=[CH:8][C:7]([S:10]([NH:13][CH2:14][CH2:15][CH2:16][CH2:17][C@@H:18]([C:37]([OH:39])=[O:38])[NH:19][C:20]([O:22][CH2:23][CH:24]2[C:36]3[CH:35]=[CH:34][CH:33]=[CH:32][C:31]=3[C:30]3[C:25]2=[CH:26][CH:27]=[CH:28][CH:29]=3)=[O:21])(=[O:12])=[O:11])=[CH:6][CH:5]=1)([O-])=O. Product: [NH2:1][C:4]1[CH:5]=[CH:6][C:7]([S:10]([NH:13][CH2:14][CH2:15][CH2:16][CH2:17][C@@H:18]([C:37]([OH:39])=[O:38])[NH:19][C:20]([O:22][CH2:23][CH:24]2[C:36]3[CH:35]=[CH:34][CH:33]=[CH:32][C:31]=3[C:30]3[C:25]2=[CH:26][CH:27]=[CH:28][CH:29]=3)=[O:21])(=[O:11])=[O:12])=[CH:8][CH:9]=1. The catalyst class is: 99. (7) Reactant: Cl[CH2:2][C:3]1[CH:8]=[C:7]([C:9]([F:12])([F:11])[CH3:10])[N:6]=[N:5][C:4]=1[O:13][CH3:14].C(=O)([O-])[O-].[K+].[K+].[Li+].[Br-].[F:23][C:24]1[C:31]([O:32][C:33]2[C:38](=[O:39])[NH:37][CH:36]=[N:35][C:34]=2[C:40]([F:43])([F:42])[F:41])=[CH:30][CH:29]=[CH:28][C:25]=1[C:26]#[N:27]. Product: [F:11][C:9]([C:7]1[CH:8]=[C:3]([CH2:2][N:37]2[C:38](=[O:39])[C:33]([O:32][C:31]3[C:24]([F:23])=[C:25]([CH:28]=[CH:29][CH:30]=3)[C:26]#[N:27])=[C:34]([C:40]([F:43])([F:41])[F:42])[N:35]=[CH:36]2)[CH:4]([O:13][CH3:14])[NH:5][N:6]=1)([F:12])[CH3:10]. The catalyst class is: 3. (8) Reactant: [NH:1]1[C:9]2[C:4](=[CH:5][CH:6]=[CH:7][CH:8]=2)[C:3](/[CH:10]=[CH:11]/[C:12]2[CH:20]=[CH:19][C:15]([C:16]([OH:18])=O)=[CH:14][CH:13]=2)=[N:2]1.C(OC(=O)[NH:27][C@H:28]1[CH2:32][CH2:31][NH:30][CH2:29]1)(C)(C)C.O.ON1C2C=CC=CC=2N=N1.Cl.C(N=C=NCCCN(C)C)C.CN1CCOCC1.Cl.CO. Product: [NH:1]1[C:9]2[C:4](=[CH:5][CH:6]=[CH:7][CH:8]=2)[C:3](/[CH:10]=[CH:11]/[C:12]2[CH:13]=[CH:14][C:15]([C:16]([N:30]3[CH2:31][CH2:32][C@H:28]([NH2:27])[CH2:29]3)=[O:18])=[CH:19][CH:20]=2)=[N:2]1. The catalyst class is: 5. (9) Reactant: [Br:1][C:2]1[CH:3]=[C:4]([NH2:14])[C:5]([C:8]2[CH2:9][CH2:10][O:11][CH2:12][CH:13]=2)=[N:6][CH:7]=1.[H-].[Na+].Cl[C:18]1[C:27]2[C:22](=[CH:23][C:24]([F:29])=[CH:25][C:26]=2[F:28])[N:21]=[C:20]([C:30]2[CH:35]=[CH:34][CH:33]=[CH:32][N:31]=2)[C:19]=1[CH3:36].C(=O)([O-])[O-].[Na+].[Na+]. Product: [Br:1][C:2]1[CH:3]=[C:4]([NH:14][C:18]2[C:27]3[C:22](=[CH:23][C:24]([F:29])=[CH:25][C:26]=3[F:28])[N:21]=[C:20]([C:30]3[CH:35]=[CH:34][CH:33]=[CH:32][N:31]=3)[C:19]=2[CH3:36])[C:5]([C:8]2[CH2:9][CH2:10][O:11][CH2:12][CH:13]=2)=[N:6][CH:7]=1. The catalyst class is: 3. (10) Reactant: C([O:8][C:9]1[CH:28]=[CH:27][C:12]([C:13]([NH:15][C:16]2[S:17][C:18]([C:21]3[CH:26]=[CH:25][CH:24]=[CH:23][CH:22]=3)=[N:19][N:20]=2)=[O:14])=[CH:11][C:10]=1[NH:29][C:30]([C:32]1([N:35]2[CH2:40][CH2:39][O:38][CH2:37][CH2:36]2)[CH2:34][CH2:33]1)=[O:31])C1C=CC=CC=1.C1COCC1. Product: [OH:8][C:9]1[CH:28]=[CH:27][C:12]([C:13]([NH:15][C:16]2[S:17][C:18]([C:21]3[CH:22]=[CH:23][CH:24]=[CH:25][CH:26]=3)=[N:19][N:20]=2)=[O:14])=[CH:11][C:10]=1[NH:29][C:30]([C:32]1([N:35]2[CH2:36][CH2:37][O:38][CH2:39][CH2:40]2)[CH2:33][CH2:34]1)=[O:31]. The catalyst class is: 63.